From a dataset of Forward reaction prediction with 1.9M reactions from USPTO patents (1976-2016). Predict the product of the given reaction. (1) Given the reactants [NH2:1][C:2]1[C:7]([C:8]#[N:9])=[C:6]([C:10]2[CH:15]=[CH:14][CH:13]=[CH:12][CH:11]=2)[N:5]=[C:4]([NH2:16])[CH:3]=1.[O:17]([C:19]1[CH:24]=[CH:23][C:22]([O:25][CH3:26])=[CH:21][C:20]=1[CH2:27][C:28](Cl)=[O:29])[CH3:18].N1C=CC=CC=1, predict the reaction product. The product is: [NH2:1][C:2]1[C:7]([C:8]#[N:9])=[C:6]([C:10]2[CH:15]=[CH:14][CH:13]=[CH:12][CH:11]=2)[N:5]=[C:4]([NH:16][C:28](=[O:29])[CH2:27][C:20]2[CH:21]=[C:22]([O:25][CH3:26])[CH:23]=[CH:24][C:19]=2[O:17][CH3:18])[CH:3]=1. (2) Given the reactants [F:1][C:2]1[CH:7]=[CH:6][CH:5]=[C:4]([F:8])[C:3]=1[N:9]1[C:14]2[N:15]=[C:16](S(C)=O)[N:17]=[C:18]([C:19]3[CH:20]=[C:21]([CH:28]=[CH:29][C:30]=3[CH3:31])[C:22]([NH:24][CH2:25][CH2:26][CH3:27])=[O:23])[C:13]=2[CH2:12][NH:11][C:10]1=[O:35].[CH3:36][N:37]1[CH2:42][CH2:41][NH:40][CH2:39][CH2:38]1, predict the reaction product. The product is: [F:1][C:2]1[CH:7]=[CH:6][CH:5]=[C:4]([F:8])[C:3]=1[N:9]1[C:14]2[N:15]=[C:16]([N:40]3[CH2:41][CH2:42][N:37]([CH3:36])[CH2:38][CH2:39]3)[N:17]=[C:18]([C:19]3[CH:20]=[C:21]([CH:28]=[CH:29][C:30]=3[CH3:31])[C:22]([NH:24][CH2:25][CH2:26][CH3:27])=[O:23])[C:13]=2[CH2:12][NH:11][C:10]1=[O:35].